This data is from Catalyst prediction with 721,799 reactions and 888 catalyst types from USPTO. The task is: Predict which catalyst facilitates the given reaction. Reactant: [Cl:1][C:2]1[CH:3]=[CH:4][C:5]([N+:11]([O-:13])=[O:12])=[C:6]([CH:10]=1)[C:7]([OH:9])=O.[N:14]1C=C[CH:17]=[CH:16][CH:15]=1.O=P(Cl)(Cl)[Cl:22].C(=O)(O)[O-].[Na+].[C:30](#[N:32])[CH3:31]. Product: [Cl:1][C:2]1[CH:3]=[CH:4][C:5]([N+:11]([O-:13])=[O:12])=[C:6]([CH:10]=1)[C:7]([NH:32][C:30]1[CH:31]=[CH:17][C:16]([Cl:22])=[CH:15][N:14]=1)=[O:9]. The catalyst class is: 6.